This data is from Experimentally validated miRNA-target interactions with 360,000+ pairs, plus equal number of negative samples. The task is: Binary Classification. Given a miRNA mature sequence and a target amino acid sequence, predict their likelihood of interaction. (1) The miRNA is hsa-miR-182-3p with sequence UGGUUCUAGACUUGCCAACUA. The protein sequence of the target gene is MPKKKTGARKKAENRREREKQLRASRSTIDLAKHPCNASMECDKCQRRQKNRAFCYFCNSVQKLPICAQCGKTKCMMKSSDCVIKHAGVYSTGLAMVGAICDFCEAWVCHGRKCLSTHACACPLTDAECVECERGVWDHGGRIFSCSFCHNFLCEDDQFEHQASCQVLEAETFKCVSCNRLGQHSCLRCKACFCDDHTRSKVFKQEKGKQPPCPKCGHETQETKDLSMSTRSLKFGRQTGGEEGDGASGYDAYWKNLSSDKYGDTSYHDEEEDEYEAEDDEEEEDEGRKDSDTESSDLFT.... Result: 0 (no interaction). (2) The miRNA is mmu-miR-1191b-3p with sequence AGACUCACUAUGUAGCCCAAGC. The protein sequence of the target gene is MAILPLLLCLLPLAPASSPPQSATPSPCPRRCRCQTQSLPLSVLCPGAGLLFVPPSLDRRAAELRLADNFIASVRRRDLANMTGLLHLSLSRNTIRHVAAGAFADLRALRALHLDGNRLTSLGEGQLRGLVNLRHLILSNNQLAALAAGALDDCAETLEDLDLSYNNLEQLPWEALGRLGNVNTLGLDHNLLASVPAGAFSRLHKLARLDMTSNRLTTIPPDPLFSRLPLLARPRGSPASALVLAFGGNPLHCNCELVWLRRLAREDDLEACASPPALGGRYFWAVGEEEFVCEPPVVTH.... Result: 0 (no interaction). (3) The miRNA is hsa-miR-96-3p with sequence AAUCAUGUGCAGUGCCAAUAUG. The protein sequence of the target gene is MRLLLLLAFISVIPVSVQLLDARQFLIYNEDHKRCVDALSAISVQTATCNPEAESQKFRWVSDSQIMSVAFKLCLGVPSKTDWASVTLYACDSKSEYQKWECKNDTLFGIKGTELYFNYGNRQEKNIKLYKGSGLWSRWKVYGTTDDLCSRGYEAMYSLLGNANGAVCAFPFKFENKWYADCTSAGRSDGWLWCGTTTDYDKDKLFGFCPLHFEGSERLWNKDPLTGILYQINSKSALTWHQARASCKQQNADLLSVTEIHEQMYLTGLTSSLSSGLWIGLNSLSVRSGWQWAGGSPFRY.... Result: 0 (no interaction). (4) The miRNA is mmu-miR-466d-5p with sequence UGUGUGUGCGUACAUGUACAUG. The protein sequence of the target gene is MEPNSPKKIQFAVPLFQSQIAPEAAEQIRKRRPTPASLVILNEHNSPEIDEKRVTNTQESQNASPKQRKQSVYTPPAMKGVKHLKDQNGSAFPEEEESASEREEKWNH. Result: 1 (interaction). (5) The miRNA is hsa-miR-922 with sequence GCAGCAGAGAAUAGGACUACGUC. The protein sequence of the target gene is MGLEAARELECAALGTLLRDPREAERTLLLDCRPFLAFCRRHVRAARPVPWNALLRRRARGPPAAVLACLLPDRALRTRLVRGELARAVVLDEGSASVAELRPDSPAHVLLAALLHETRAGPTAVYFLRGGFDGFQGCCPDLCSEAPAPALPPTGDKTSRSDSRAPVYDQGGPVEILPYLFLGSCSHSSDLQGLQACGITAVLNVSASCPNHFEGLFRYKSIPVEDNQMVEISAWFQEAIGFIDWVKNSGGRVLVHCQAGISRSATICLAYLMQSRRVRLDEAFDFVKQRRGVISPNFSF.... Result: 1 (interaction). (6) The miRNA is rno-miR-142-5p with sequence CAUAAAGUAGAAAGCACUACU. The protein sequence of the target gene is MSALCWGRGAAGLKRALRPCGRPGLPGKEGTAGGVCGPRRSSSASPQEQDQDRRKDWGHVELLEVLQARVRQLQAESVSEVVVNRVDVARLPECGSGDGSLQPPRKVQMGAKDATPVPCGRWAKILEKDKRTQQMRMQRLKAKLQMPFQSGEFKALTRRLQVEPRLLSKQMAGCLEDCTRQAPESPWEEQLARLLQEAPGKLSLDVEQAPSGQHSQAQLSGQQQRLLAFFKCCLLTDQLPLAHHLLVVHHGQRQKRKLLTLDMYNAVMLGWARQGAFKELVYVLFMVKDAGLTPDLLSYA.... Result: 0 (no interaction).